From a dataset of Full USPTO retrosynthesis dataset with 1.9M reactions from patents (1976-2016). Predict the reactants needed to synthesize the given product. (1) Given the product [CH:10]1([CH2:15][NH:16][C:17]([NH:22][CH2:21][CH2:19][OH:20])=[S:18])[CH2:14][CH2:13][CH2:12][CH2:11]1, predict the reactants needed to synthesize it. The reactants are: N(CC1CCCC1)=[N+]=[N-].[CH:10]1([CH2:15][N:16]=[C:17]=[S:18])[CH2:14][CH2:13][CH2:12][CH2:11]1.[CH2:19]([CH2:21][NH2:22])[OH:20]. (2) Given the product [C:41]([O:45][N:28]1[C:7](=[O:9])[C:6]2[C:5](=[C:13]([F:14])[C:12]([N:15]3[CH2:19][CH2:18][CH2:17][CH2:16]3)=[C:11]([F:20])[CH:10]=2)[N:4]([CH:1]2[CH2:2][CH2:3]2)[C:21]1=[O:22])([CH3:44])([CH3:43])[CH3:42], predict the reactants needed to synthesize it. The reactants are: [CH:1]1([NH:4][C:5]2[C:13]([F:14])=[C:12]([N:15]3[CH2:19][CH2:18][CH2:17][CH2:16]3)[C:11]([F:20])=[CH:10][C:6]=2[C:7]([OH:9])=O)[CH2:3][CH2:2]1.[C:21]([N:28]1C=CN=C1)(N1C=CN=C1)=[O:22].C(N(CC)CC)C.Cl.[C:41]([O:45]N)([CH3:44])([CH3:43])[CH3:42].